Dataset: Merck oncology drug combination screen with 23,052 pairs across 39 cell lines. Task: Regression. Given two drug SMILES strings and cell line genomic features, predict the synergy score measuring deviation from expected non-interaction effect. Drug 1: O=S1(=O)NC2(CN1CC(F)(F)F)C1CCC2Cc2cc(C=CCN3CCC(C(F)(F)F)CC3)ccc2C1. Drug 2: CCC1=CC2CN(C1)Cc1c([nH]c3ccccc13)C(C(=O)OC)(c1cc3c(cc1OC)N(C)C1C(O)(C(=O)OC)C(OC(C)=O)C4(CC)C=CCN5CCC31C54)C2. Cell line: NCIH2122. Synergy scores: synergy=-22.7.